This data is from Reaction yield outcomes from USPTO patents with 853,638 reactions. The task is: Predict the reaction yield, written as a fraction of the theoretical maximum amount of product (1.0 means a 100% yield; for example, 0.34 means a 34% yield). The reactants are F[C:2]1[CH:3]=[C:4]2[C:8](=[CH:9][CH:10]=1)[C:7](=[O:11])[CH2:6][CH2:5]2.[NH:12]1[CH:16]=[CH:15][CH:14]=[N:13]1.C(=O)([O-])[O-].[K+].[K+]. The catalyst is CS(C)=O.CCOCC. The product is [N:12]1([C:2]2[CH:3]=[C:4]3[C:8](=[CH:9][CH:10]=2)[C:7](=[O:11])[CH2:6][CH2:5]3)[CH:16]=[CH:15][CH:14]=[N:13]1. The yield is 0.730.